From a dataset of Full USPTO retrosynthesis dataset with 1.9M reactions from patents (1976-2016). Predict the reactants needed to synthesize the given product. (1) Given the product [O:25]=[C:26]1[N:38]([NH:37][S:34]([CH3:33])(=[O:36])=[O:35])[C:3](=[O:21])[C:4]2[C:5](=[CH:6][C:7]([C:16]([F:18])([F:19])[F:17])=[C:8]([C:10]3[CH:11]=[N:12][CH:13]=[N:14][CH:15]=3)[CH:9]=2)[NH:20]1, predict the reactants needed to synthesize it. The reactants are: CO[C:3](=[O:21])[C:4]1[CH:9]=[C:8]([C:10]2[CH:11]=[N:12][CH:13]=[N:14][CH:15]=2)[C:7]([C:16]([F:19])([F:18])[F:17])=[CH:6][C:5]=1[NH2:20].ClC([O:25][C:26]1C=CC(Cl)=CC=1)=O.[CH3:33][S:34]([NH:37][NH2:38])(=[O:36])=[O:35].CCN(C(C)C)C(C)C. (2) Given the product [CH2:18]([N:8]1[C:9]([C:11]2[CH:16]=[CH:15][C:14]([F:17])=[CH:13][CH:12]=2)=[N:10][C:6]([NH:5][C:3]([C:2]([NH:1][C:57]([C:52]2[CH:53]=[CH:54][CH:55]=[CH:56][N:51]=2)=[O:58])([CH3:26])[CH3:25])=[O:4])=[N:7]1)[C:19]1[CH:24]=[CH:23][CH:22]=[CH:21][CH:20]=1, predict the reactants needed to synthesize it. The reactants are: [NH2:1][C:2]([CH3:26])([CH3:25])[C:3]([NH:5][C:6]1[N:10]=[C:9]([C:11]2[CH:16]=[CH:15][C:14]([F:17])=[CH:13][CH:12]=2)[N:8]([CH2:18][C:19]2[CH:24]=[CH:23][CH:22]=[CH:21][CH:20]=2)[N:7]=1)=[O:4].CN(C(ON1N=NC2C=CC=NC1=2)=[N+](C)C)C.F[P-](F)(F)(F)(F)F.[N:51]1[CH:56]=[CH:55][CH:54]=[CH:53][C:52]=1[C:57](O)=[O:58]. (3) Given the product [CH2:6]([O:8][C:9]([C:11]1[CH2:12][S:13][C:14]2[CH:15]=[N:16][C:17]3[C:22]([C:23]=2[CH:24]=1)=[CH:21][C:20]([O:26][CH3:27])=[CH:19][CH:18]=3)=[O:10])[CH3:7], predict the reactants needed to synthesize it. The reactants are: CS(Cl)(=O)=O.[CH2:6]([O:8][C:9]([CH:11]1[CH:24](O)[C:23]2[C:22]3[C:17](=[CH:18][CH:19]=[C:20]([O:26][CH3:27])[CH:21]=3)[N:16]=[CH:15][C:14]=2[S:13][CH2:12]1)=[O:10])[CH3:7].C(N(CC)CC)C.C(OCC)(=O)C. (4) Given the product [C:55]([CH:54]1[CH2:11][CH2:10][C:7](=[O:9])[CH2:8][CH2:53]1)([CH3:58])([CH3:57])[CH3:56], predict the reactants needed to synthesize it. The reactants are: CC([O-])(C)C.[K+].[C:7]([C:10]1C=CC=C[CH:11]=1)(=[O:9])[CH3:8].C1C=CC(CCO)=CC=1.C(C1C=CC=CC=1)(=O)C1C=CC=CC=1.C(O)(C1C=CC=CC=1)C1C=CC=CC=1.[CH3:53][C:54](=O)[C:55]([CH3:58])([CH3:57])[CH3:56]. (5) Given the product [NH:30]([CH2:29][CH2:28][CH2:27][C@H:19]([NH:18][C:16]([C:12]1[C:11](=[O:52])[N:10]([CH2:9][CH2:8][CH:7]([C:1]2[CH:2]=[CH:3][CH:4]=[CH:5][CH:6]=2)[C:53]2[CH:58]=[CH:57][CH:56]=[CH:55][CH:54]=2)[CH:15]=[CH:14][CH:13]=1)=[O:17])[C:20]([OH:22])=[O:21])[C:31]([NH2:33])=[NH:32].[C:59]([OH:65])([C:61]([F:64])([F:63])[F:62])=[O:60], predict the reactants needed to synthesize it. The reactants are: [C:1]1([CH:7]([C:53]2[CH:58]=[CH:57][CH:56]=[CH:55][CH:54]=2)[CH2:8][CH2:9][N:10]2[CH:15]=[CH:14][CH:13]=[C:12]([C:16]([NH:18][C@@H:19]([CH2:27][CH2:28][CH2:29][NH:30][C:31]([NH:33]S(C3C(C)=C4C(=C(C)C=3C)OC(C)(C)CC4)(=O)=O)=[NH:32])[C:20]([O:22]C(C)(C)C)=[O:21])=[O:17])[C:11]2=[O:52])[CH:6]=[CH:5][CH:4]=[CH:3][CH:2]=1.[C:59]([OH:65])([C:61]([F:64])([F:63])[F:62])=[O:60].C([SiH](CC)CC)C. (6) Given the product [OH:26][NH:25][C:53]([C:47]1([CH2:46][S:43]([N:40]2[CH2:39][CH2:38][N:37]([C:34]3[CH:35]=[CH:36][C:31]([Br:30])=[CH:32][CH:33]=3)[CH2:42][CH2:41]2)(=[O:44])=[O:45])[CH2:48][CH2:49][O:50][CH2:51][CH2:52]1)=[O:54], predict the reactants needed to synthesize it. The reactants are: O1C=CC=C1C1C=CC(N2CCN(S(CC(C(C)C)C([NH:25][OH:26])=O)(=O)=O)CC2)=CC=1.[Br:30][C:31]1[CH:36]=[CH:35][C:34]([N:37]2[CH2:42][CH2:41][N:40]([S:43]([CH2:46][C:47]3([C:53](O)=[O:54])[CH2:52][CH2:51][O:50][CH2:49][CH2:48]3)(=[O:45])=[O:44])[CH2:39][CH2:38]2)=[CH:33][CH:32]=1.